Binary Classification. Given a drug SMILES string, predict its activity (active/inactive) in a high-throughput screening assay against a specified biological target. From a dataset of Orexin1 receptor HTS with 218,158 compounds and 233 confirmed actives. (1) The compound is O1C(C(=O)N(c2c1ccc(c2)C)CC(=O)NCC1Oc2c(OC1)cccc2)CC. The result is 0 (inactive). (2) The compound is O=c1n(nc(c2cc([N+]([O-])=O)c(NCCCO)cc2)c2c1cccc2)C. The result is 0 (inactive). (3) The drug is s1c(c2nn3c(nc(cc3C(F)(F)F)C)c2)ccc1. The result is 0 (inactive). (4) The drug is S1(=O)(=O)N=C(Nc2c1cccc2)CCCC(OCC(=O)Nc1ccc(CC)cc1)=O. The result is 0 (inactive). (5) The molecule is O=C1C=2C(c3cc(CN4CCCC4)c(OC)cc3)C(=C(N(C2CCC1)c1c(cccc1)C#N)N)C#N. The result is 0 (inactive). (6) The drug is S(=O)(=O)(N1C(N(CC1)C(=O)C(F)(F)F)c1ccc(OC)cc1)c1ccc(cc1)C. The result is 0 (inactive). (7) The result is 0 (inactive). The compound is s1c2ncn(CC(=O)NCCCC(=O)Nc3ccc(OCC)cc3)c(=O)c2c(c1C)C. (8) The molecule is S(c1c(N2C(N)=C(CC2=O)C#N)cccc1)c1ccccc1. The result is 0 (inactive). (9) The drug is S(=O)(=O)(Nc1ccccc1)c1c(ccc(c1)C(=O)Nc1c(c2ccccc2)cccc1)C. The result is 0 (inactive). (10) The compound is Clc1ccc(CCNC(=O)c2cc3[nH]cnc3cc2)cc1. The result is 0 (inactive).